This data is from NCI-60 drug combinations with 297,098 pairs across 59 cell lines. The task is: Regression. Given two drug SMILES strings and cell line genomic features, predict the synergy score measuring deviation from expected non-interaction effect. (1) Synergy scores: CSS=5.28, Synergy_ZIP=-0.754, Synergy_Bliss=1.31, Synergy_Loewe=-3.05, Synergy_HSA=-1.32. Drug 2: CCCCCOC(=O)NC1=NC(=O)N(C=C1F)C2C(C(C(O2)C)O)O. Cell line: NCI-H322M. Drug 1: C1CCC(CC1)NC(=O)N(CCCl)N=O. (2) Drug 1: CC1=C(C(CCC1)(C)C)C=CC(=CC=CC(=CC(=O)O)C)C. Drug 2: CC1CCCC2(C(O2)CC(NC(=O)CC(C(C(=O)C(C1O)C)(C)C)O)C(=CC3=CSC(=N3)C)C)C. Cell line: OVCAR-5. Synergy scores: CSS=63.0, Synergy_ZIP=4.52, Synergy_Bliss=2.74, Synergy_Loewe=-28.5, Synergy_HSA=0.266.